From a dataset of NCI-60 drug combinations with 297,098 pairs across 59 cell lines. Regression. Given two drug SMILES strings and cell line genomic features, predict the synergy score measuring deviation from expected non-interaction effect. (1) Drug 2: COC1=C2C(=CC3=C1OC=C3)C=CC(=O)O2. Synergy scores: CSS=-3.21, Synergy_ZIP=3.12, Synergy_Bliss=3.62, Synergy_Loewe=-4.21, Synergy_HSA=-3.40. Drug 1: CS(=O)(=O)CCNCC1=CC=C(O1)C2=CC3=C(C=C2)N=CN=C3NC4=CC(=C(C=C4)OCC5=CC(=CC=C5)F)Cl. Cell line: CCRF-CEM. (2) Drug 1: COC1=CC(=CC(=C1O)OC)C2C3C(COC3=O)C(C4=CC5=C(C=C24)OCO5)OC6C(C(C7C(O6)COC(O7)C8=CC=CS8)O)O. Drug 2: CN(C(=O)NC(C=O)C(C(C(CO)O)O)O)N=O. Cell line: SK-MEL-2. Synergy scores: CSS=47.5, Synergy_ZIP=-0.499, Synergy_Bliss=-0.345, Synergy_Loewe=-54.4, Synergy_HSA=2.57. (3) Drug 1: CN(C)C1=NC(=NC(=N1)N(C)C)N(C)C. Drug 2: CCC1(CC2CC(C3=C(CCN(C2)C1)C4=CC=CC=C4N3)(C5=C(C=C6C(=C5)C78CCN9C7C(C=CC9)(C(C(C8N6C)(C(=O)OC)O)OC(=O)C)CC)OC)C(=O)OC)O.OS(=O)(=O)O. Cell line: IGROV1. Synergy scores: CSS=13.9, Synergy_ZIP=2.02, Synergy_Bliss=6.11, Synergy_Loewe=-11.0, Synergy_HSA=6.03. (4) Drug 1: CC(C1=C(C=CC(=C1Cl)F)Cl)OC2=C(N=CC(=C2)C3=CN(N=C3)C4CCNCC4)N. Drug 2: CN1C(=O)N2C=NC(=C2N=N1)C(=O)N. Cell line: 786-0. Synergy scores: CSS=7.02, Synergy_ZIP=-0.102, Synergy_Bliss=3.01, Synergy_Loewe=2.92, Synergy_HSA=3.04. (5) Drug 1: C1=CC(=CC=C1CC(C(=O)O)N)N(CCCl)CCCl.Cl. Drug 2: C1=CC(=CC=C1C#N)C(C2=CC=C(C=C2)C#N)N3C=NC=N3. Cell line: KM12. Synergy scores: CSS=8.43, Synergy_ZIP=-0.147, Synergy_Bliss=-0.730, Synergy_Loewe=5.66, Synergy_HSA=3.88. (6) Drug 1: C1CC(C1)(C(=O)O)C(=O)O.[NH2-].[NH2-].[Pt+2]. Drug 2: CS(=O)(=O)OCCCCOS(=O)(=O)C. Cell line: MDA-MB-435. Synergy scores: CSS=4.40, Synergy_ZIP=5.73, Synergy_Bliss=1.55, Synergy_Loewe=-0.0591, Synergy_HSA=-2.77. (7) Drug 1: C1=CC(=C2C(=C1NCCNCCO)C(=O)C3=C(C=CC(=C3C2=O)O)O)NCCNCCO. Drug 2: C1CC(C1)(C(=O)O)C(=O)O.[NH2-].[NH2-].[Pt+2]. Cell line: CAKI-1. Synergy scores: CSS=57.2, Synergy_ZIP=-3.57, Synergy_Bliss=-3.32, Synergy_Loewe=0.570, Synergy_HSA=3.41. (8) Drug 1: C1C(C(OC1N2C=NC3=C(N=C(N=C32)Cl)N)CO)O. Drug 2: C1CN(CCN1C(=O)CCBr)C(=O)CCBr. Cell line: CCRF-CEM. Synergy scores: CSS=79.7, Synergy_ZIP=-1.37, Synergy_Bliss=-1.57, Synergy_Loewe=-2.65, Synergy_HSA=0.571. (9) Drug 1: CC1OCC2C(O1)C(C(C(O2)OC3C4COC(=O)C4C(C5=CC6=C(C=C35)OCO6)C7=CC(=C(C(=C7)OC)O)OC)O)O. Drug 2: COC1=C2C(=CC3=C1OC=C3)C=CC(=O)O2. Cell line: EKVX. Synergy scores: CSS=14.8, Synergy_ZIP=-5.63, Synergy_Bliss=-0.633, Synergy_Loewe=-8.96, Synergy_HSA=-0.509. (10) Drug 1: CC1=C2C(C(=O)C3(C(CC4C(C3C(C(C2(C)C)(CC1OC(=O)C(C(C5=CC=CC=C5)NC(=O)OC(C)(C)C)O)O)OC(=O)C6=CC=CC=C6)(CO4)OC(=O)C)OC)C)OC. Drug 2: COCCOC1=C(C=C2C(=C1)C(=NC=N2)NC3=CC=CC(=C3)C#C)OCCOC.Cl. Cell line: SK-OV-3. Synergy scores: CSS=51.5, Synergy_ZIP=5.04, Synergy_Bliss=8.50, Synergy_Loewe=3.51, Synergy_HSA=10.7.